From a dataset of Experimentally validated miRNA-target interactions with 360,000+ pairs, plus equal number of negative samples. Binary Classification. Given a miRNA mature sequence and a target amino acid sequence, predict their likelihood of interaction. (1) The miRNA is hsa-miR-4426 with sequence GAAGAUGGACGUACUUU. The protein sequence of the target gene is MDLRRVKEYFSWLYYQYQIISCCAVLEPWERSMFNTILLTIIAMVVYTAYVFIPIHIRLAWEFFSKICGYHSTISN. Result: 0 (no interaction). (2) The miRNA is hsa-miR-6083 with sequence CUUAUAUCAGAGGCUGUGGG. The protein sequence of the target gene is MLLLADMDVVNQLVAGGQFRVVKEPLGFVKVLQWVFAIFAFATCGSYSGELQLSVDCANKTESDLSIEVEFEYPFRLHQVYFDAPTCRGGTTKVFLVGDYSSSAEFFVTVAVFAFLYSMGALATYIFLQNKYRENNKGPMLDFLATAVFAFMWLVSSSAWAKGLSDVKMATDPENIIKEMPVCRQTGNTCKELRDPVTSGLNTSVVFGFLNLVLWVGNLWFVFKETGWAAPFLRAPPGAPEKQPAPGDAYGDAGYGQGPGGYGPQDSYGPQGGYQPDYGQPAGSGGSGYGPQGDYGQQGY.... Result: 1 (interaction).